From a dataset of Catalyst prediction with 721,799 reactions and 888 catalyst types from USPTO. Predict which catalyst facilitates the given reaction. (1) Reactant: [CH3:1][O:2][C:3]1[N:8]=[C:7](/[CH:9]=[CH:10]/[C:11]2[N:29]=[C:14]3[C@H:15]([C:19]4[CH:24]=[CH:23][CH:22]=[CH:21][C:20]=4[C:25]([F:28])([F:27])[F:26])[CH2:16][CH2:17][CH2:18][N:13]3[N:12]=2)[CH:6]=[CH:5][C:4]=1[N:30]1[CH:34]=[C:33]([CH3:35])[N:32]=[CH:31]1.C1([C@H](NC(C2C=CC=CC=2C(O)=O)=O)C)C=CC=CC=1.Cl. Product: [CH3:1][O:2][C:3]1[N:8]=[C:7](/[CH:9]=[CH:10]/[C:11]2[N:29]=[C:14]3[C@H:15]([C:19]4[CH:24]=[CH:23][CH:22]=[CH:21][C:20]=4[C:25]([F:28])([F:27])[F:26])[CH2:16][CH2:17][CH2:18][N:13]3[N:12]=2)[CH:6]=[CH:5][C:4]=1[N:30]1[CH:34]=[C:33]([CH3:35])[N:32]=[CH:31]1. The catalyst class is: 13. (2) Reactant: [NH2:1][C:2]1[CH:7]=[CH:6][CH:5]=[CH:4][C:3]=1[SH:8].[Br:9][C:10]1[CH:17]=[C:14]([CH:15]=O)[C:13]([OH:18])=[CH:12][CH:11]=1. Product: [S:8]1[C:3]2[CH:4]=[CH:5][CH:6]=[CH:7][C:2]=2[N:1]=[C:15]1[C:14]1[CH:17]=[C:10]([Br:9])[CH:11]=[CH:12][C:13]=1[OH:18]. The catalyst class is: 12. (3) Reactant: [CH2:1]([O:8][C@H:9]([CH3:20])[C:10]([NH:12][NH:13][C:14]([NH:16][CH2:17][CH2:18][CH3:19])=[O:15])=O)[C:2]1[CH:7]=[CH:6][CH:5]=[CH:4][CH:3]=1.[OH-].[K+]. Product: [CH2:1]([O:8][C@@H:9]([C:10]1[N:16]([CH2:17][CH2:18][CH3:19])[C:14](=[O:15])[NH:13][N:12]=1)[CH3:20])[C:2]1[CH:7]=[CH:6][CH:5]=[CH:4][CH:3]=1. The catalyst class is: 8. (4) Reactant: [CH2:1]([O:3][C:4]([N:6]1[C:15]2[C:10](=[CH:11][C:12]([C:16]([F:19])([F:18])[F:17])=[CH:13][CH:14]=2)[C:9](=[O:20])[CH2:8][CH:7]1[CH2:21][CH3:22])=[O:5])[CH3:2].[BH4-].[Na+].CC(C)=O. Product: [CH2:1]([O:3][C:4]([N:6]1[C:15]2[C:10](=[CH:11][C:12]([C:16]([F:17])([F:18])[F:19])=[CH:13][CH:14]=2)[CH:9]([OH:20])[CH2:8][CH:7]1[CH2:21][CH3:22])=[O:5])[CH3:2]. The catalyst class is: 5. (5) Reactant: [CH:1]1([O:7][CH2:8][CH2:9][CH2:10][CH2:11][O:12][C:13]2[CH:18]=[CH:17][C:16]([CH2:19][CH2:20][CH2:21][O:22][C:23]3[CH:28]=[CH:27][C:26]([C:29]([O:31][CH2:32][CH3:33])=[O:30])=[CH:25][C:24]=3[CH2:34][C:35](O)=[O:36])=[CH:15][CH:14]=2)[CH2:6][CH2:5][CH2:4][CH2:3][CH2:2]1.[NH:38]1[CH2:43][CH2:42][CH2:41][CH:40]([C:44]([O:46][CH2:47][CH3:48])=[O:45])[CH2:39]1.O.ON1C2C=CC=CC=2N=N1.Cl.CN(C)CCCN=C=NCC.C(N(CC)CC)C. Product: [CH:1]1([O:7][CH2:8][CH2:9][CH2:10][CH2:11][O:12][C:13]2[CH:18]=[CH:17][C:16]([CH2:19][CH2:20][CH2:21][O:22][C:23]3[CH:28]=[CH:27][C:26]([C:29]([O:31][CH2:32][CH3:33])=[O:30])=[CH:25][C:24]=3[CH2:34][C:35]([N:38]3[CH2:43][CH2:42][CH2:41][CH:40]([C:44]([O:46][CH2:47][CH3:48])=[O:45])[CH2:39]3)=[O:36])=[CH:15][CH:14]=2)[CH2:2][CH2:3][CH2:4][CH2:5][CH2:6]1. The catalyst class is: 229. (6) Reactant: [OH:1][CH:2]1[CH2:7][CH2:6][N:5]([C:8]([O:10][CH2:11][C:12]2[CH:17]=[CH:16][C:15]([N+:18]([O-:20])=[O:19])=[CH:14][CH:13]=2)=[O:9])[CH2:4][CH2:3]1.[CH3:21][S:22](Cl)(=[O:24])=[O:23].C(N(CC)CC)C. Product: [CH3:21][S:22]([O:1][CH:2]1[CH2:7][CH2:6][N:5]([C:8]([O:10][CH2:11][C:12]2[CH:17]=[CH:16][C:15]([N+:18]([O-:20])=[O:19])=[CH:14][CH:13]=2)=[O:9])[CH2:4][CH2:3]1)(=[O:24])=[O:23]. The catalyst class is: 2. (7) Reactant: [NH2:1][C:2]1[C:10]([C:11]([F:14])([F:13])[F:12])=[CH:9][C:5]([C:6]([OH:8])=[O:7])=[CH:4][CH:3]=1.S(Cl)([Cl:18])(=O)=O. Product: [NH2:1][C:2]1[C:10]([C:11]([F:12])([F:13])[F:14])=[CH:9][C:5]([C:6]([OH:8])=[O:7])=[CH:4][C:3]=1[Cl:18]. The catalyst class is: 22. (8) Reactant: [CH:1]1[C:10]2[C:5](=[C:6]([CH:11]([OH:13])[CH3:12])[CH:7]=[CH:8][CH:9]=2)[CH:4]=[CH:3][N:2]=1.CC(OI1(OC(C)=O)(OC(C)=O)OC(=O)C2C=CC=CC1=2)=O. Product: [CH:1]1[C:10]2[C:5](=[C:6]([C:11](=[O:13])[CH3:12])[CH:7]=[CH:8][CH:9]=2)[CH:4]=[CH:3][N:2]=1. The catalyst class is: 2.